From a dataset of Forward reaction prediction with 1.9M reactions from USPTO patents (1976-2016). Predict the product of the given reaction. (1) Given the reactants [Br:1][C:2]1[CH:11]=[CH:10][C:5]([C:6]([O:8][CH3:9])=[O:7])=[CH:4][C:3]=1[OH:12].I[CH2:14][CH2:15][N:16]1[CH2:21][CH2:20][O:19][CH2:18][CH2:17]1.[H-].[Na+], predict the reaction product. The product is: [Br:1][C:2]1[CH:11]=[CH:10][C:5]([C:6]([O:8][CH3:9])=[O:7])=[CH:4][C:3]=1[O:12][CH2:14][CH2:15][N:16]1[CH2:21][CH2:20][O:19][CH2:18][CH2:17]1. (2) Given the reactants [Cl:1][C:2]1[CH:7]=[CH:6][C:5]([C:8]2[CH:13]=[CH:12][CH:11]=[CH:10][C:9]=2[CH2:14][N:15]2[CH2:20][CH2:19][NH:18][C:17](=O)[CH:16]2[CH2:22][CH:23]([CH3:25])[CH3:24])=[CH:4][CH:3]=1.B.CSC.CO.Cl, predict the reaction product. The product is: [Cl:1][C:2]1[CH:7]=[CH:6][C:5]([C:8]2[CH:13]=[CH:12][CH:11]=[CH:10][C:9]=2[CH2:14][N:15]2[CH2:20][CH2:19][NH:18][CH2:17][CH:16]2[CH2:22][CH:23]([CH3:25])[CH3:24])=[CH:4][CH:3]=1. (3) Given the reactants C[N:2](C)/[CH:3]=[CH:4]/[C:5]1[CH:12]=C(C#N)[CH:10]=[CH:9][C:6]=1[C:7]#[N:8].[C:16]([OH:22])([C:18](F)(F)F)=[O:17].[H][H], predict the reaction product. The product is: [NH2:8][C:7]1[C:6]2[CH2:9][CH2:10][CH:18]([C:16]([OH:22])=[O:17])[CH2:12][C:5]=2[CH:4]=[CH:3][N:2]=1. (4) The product is: [CH2:17]([O:16][C:9]1[C:10]2[NH:11][C:12](=[O:15])[S:13][C:14]=2[C:6]([C@@H:4]([OH:5])[CH2:3][NH:2][CH2:38][CH2:37][CH2:36][O:35][CH2:34][CH2:33][O:32][CH2:31][CH2:30][C:24]2[CH:25]=[CH:26][CH:27]=[CH:28][CH:29]=2)=[CH:7][CH:8]=1)[C:18]1[CH:19]=[CH:20][CH:21]=[CH:22][CH:23]=1. Given the reactants Cl.[NH2:2][CH2:3][C@@H:4]([C:6]1[C:14]2[S:13][C:12](=[O:15])[NH:11][C:10]=2[C:9]([O:16][CH2:17][C:18]2[CH:23]=[CH:22][CH:21]=[CH:20][CH:19]=2)=[CH:8][CH:7]=1)[OH:5].[C:24]1([CH2:30][CH2:31][O:32][CH2:33][CH2:34][O:35][CH2:36][CH2:37][CH:38]=O)[CH:29]=[CH:28][CH:27]=[CH:26][CH:25]=1, predict the reaction product. (5) Given the reactants C([Li])CCC.C(NC(C)C)(C)C.[CH3:13][C:14]1[O:15][C:16]2[CH:23]=[CH:22][CH:21]=[CH:20][C:17]=2[C:18]=1[CH3:19].[F:24][C:25]([F:42])([F:41])[C:26](=[O:40])[CH2:27][C:28]([C:31]1[CH:36]=[C:35]([F:37])[CH:34]=[CH:33][C:32]=1[O:38][CH3:39])([CH3:30])[CH3:29], predict the reaction product. The product is: [F:42][C:25]([F:24])([F:41])[C:26]([CH2:13][C:14]1[O:15][C:16]2[CH:23]=[CH:22][CH:21]=[CH:20][C:17]=2[C:18]=1[CH3:19])([OH:40])[CH2:27][C:28]([C:31]1[CH:36]=[C:35]([F:37])[CH:34]=[CH:33][C:32]=1[O:38][CH3:39])([CH3:30])[CH3:29].